From a dataset of Full USPTO retrosynthesis dataset with 1.9M reactions from patents (1976-2016). Predict the reactants needed to synthesize the given product. (1) Given the product [CH3:1][C:2]1([CH3:16])[O:6][C@@H:5]([CH2:7][N:8]2[CH:12]=[CH:11][C:10]([NH2:13])=[N:9]2)[CH2:4][O:3]1, predict the reactants needed to synthesize it. The reactants are: [CH3:1][C:2]1([CH3:16])[O:6][C@@H:5]([CH2:7][N:8]2[CH:12]=[CH:11][C:10]([N+:13]([O-])=O)=[N:9]2)[CH2:4][O:3]1.[H][H]. (2) Given the product [CH3:2][O:3][C:4]1[CH:5]=[C:6]([C:12]2[C@@H:21]3[C@@H:16]([CH2:17][CH2:18][CH2:19][CH2:20]3)[C:15](=[O:22])[N:14]([CH:23]3[CH2:24][CH2:25][N:26]([C:45](=[O:46])[C@@H:37]([NH:36][C:34](=[O:35])[O:33][C:29]([CH3:30])([CH3:31])[CH3:32])[CH2:38][C:39]4[CH:40]=[N:41][CH:42]=[CH:43][CH:44]=4)[CH2:27][CH2:28]3)[N:13]=2)[CH:7]=[CH:8][C:9]=1[O:10][CH3:11], predict the reactants needed to synthesize it. The reactants are: Cl.[CH3:2][O:3][C:4]1[CH:5]=[C:6]([C:12]2[C@@H:21]3[C@@H:16]([CH2:17][CH2:18][CH2:19][CH2:20]3)[C:15](=[O:22])[N:14]([CH:23]3[CH2:28][CH2:27][NH:26][CH2:25][CH2:24]3)[N:13]=2)[CH:7]=[CH:8][C:9]=1[O:10][CH3:11].[C:29]([O:33][C:34]([NH:36][C@H:37]([C:45](O)=[O:46])[CH2:38][C:39]1[CH:40]=[N:41][CH:42]=[CH:43][CH:44]=1)=[O:35])([CH3:32])([CH3:31])[CH3:30].CN(C(ON1N=NC2C=CC=CC1=2)=[N+](C)C)C.F[P-](F)(F)(F)(F)F.CCN(C(C)C)C(C)C. (3) Given the product [CH3:8][O:9][C:10](=[O:31])[C:11]1[CH:16]=[CH:15][C:14]([NH:17][C:18]([C:20]2[CH:29]=[C:28]3[C:23]([CH2:24][CH2:25][CH2:26][NH:27]3)=[CH:22][CH:21]=2)=[O:19])=[CH:13][C:12]=1[Cl:30], predict the reactants needed to synthesize it. The reactants are: O.Cl(O)(=O)(=O)=O.[Cl-].[CH3:8][O:9][C:10](=[O:31])[C:11]1[CH:16]=[CH:15][C:14]([NH:17][C:18]([C:20]2[CH:29]=[C:28]3[C:23]([CH:24]=[CH:25][CH:26]=[N:27]3)=[CH:22][CH:21]=2)=[O:19])=[CH:13][C:12]=1[Cl:30].